This data is from Catalyst prediction with 721,799 reactions and 888 catalyst types from USPTO. The task is: Predict which catalyst facilitates the given reaction. (1) Reactant: [CH2:1]([N:7]([CH2:21][C:22]1[CH:27]=[CH:26][C:25]([C:28]#[C:29][C:30]2[CH:35]=[CH:34][C:33]([O:36][CH3:37])=[CH:32][CH:31]=2)=[CH:24][CH:23]=1)[C:8]1[CH:20]=[CH:19][C:11]2[O:12]C(C)(C)[O:14][C:15](=[O:16])[C:10]=2[CH:9]=1)[CH2:2][CH2:3][CH2:4][CH2:5][CH3:6].[OH-].[Na+]. Product: [CH2:1]([N:7]([CH2:21][C:22]1[CH:23]=[CH:24][C:25]([C:28]#[C:29][C:30]2[CH:31]=[CH:32][C:33]([O:36][CH3:37])=[CH:34][CH:35]=2)=[CH:26][CH:27]=1)[C:8]1[CH:20]=[CH:19][C:11]([OH:12])=[C:10]([CH:9]=1)[C:15]([OH:16])=[O:14])[CH2:2][CH2:3][CH2:4][CH2:5][CH3:6]. The catalyst class is: 5. (2) Reactant: [F:1][C:2]1[CH:7]=[CH:6][C:5]([C:8](Cl)=[N:9][OH:10])=[CH:4][CH:3]=1.[N+:12]([C:15]1[CH:16]=[N:17][C:18]2[C:23]([C:24]=1[NH:25][CH2:26][C:27]#[CH:28])=[N:22][CH:21]=[CH:20][CH:19]=2)([O-:14])=[O:13].C(N(CC)CC)C. Product: [F:1][C:2]1[CH:7]=[CH:6][C:5]([C:8]2[CH:28]=[C:27]([CH2:26][NH:25][C:24]3[C:23]4[C:18](=[CH:19][CH:20]=[CH:21][N:22]=4)[N:17]=[CH:16][C:15]=3[N+:12]([O-:14])=[O:13])[O:10][N:9]=2)=[CH:4][CH:3]=1. The catalyst class is: 4. (3) The catalyst class is: 3. Product: [CH3:23][N:21]1[CH:22]=[C:18]([C:2]2[C:7]3[N:8]=[CH:9][NH:10][C:11](=[O:12])[C:6]=3[CH:5]=[CH:4][N:3]=2)[N:19]=[CH:20]1. Reactant: Cl[C:2]1[C:7]2[N:8]=[CH:9][NH:10][C:11](=[O:12])[C:6]=2[CH:5]=[CH:4][N:3]=1.C([Sn](CCCC)(CCCC)[C:18]1[N:19]=[CH:20][N:21]([CH3:23])[CH:22]=1)CCC. (4) Reactant: [CH3:1][O:2][C:3]([CH3:11])([CH2:8][CH2:9][CH3:10])[C:4](OC)=[O:5].C(N(CC)CC)C.N1C=CC=CC=1.S(=O)(=O)=O.OP(O)(O)=O. Product: [CH3:1][O:2][C@@:3]([CH3:11])([CH2:8][CH2:9][CH3:10])[CH:4]=[O:5]. The catalyst class is: 764. (5) The catalyst class is: 506. Reactant: [CH3:1][C:2]1([CH3:45])[CH2:7][CH2:6][CH:5]([NH:8][CH2:9][C:10]2[CH:15]=[CH:14][C:13]([C:16]3[CH:17]=[CH:18][C:19]4[N:23]=[CH:22][N:21](C(C5C=CC=CC=5)(C5C=CC=CC=5)C5C=CC=CC=5)[C:20]=4[CH:43]=3)=[CH:12][C:11]=2[F:44])[CH2:4][CH2:3]1.CC1(C)CCC(NCC2C=CC(C3C=CC4N(C(C5C=CC=CC=5)(C5C=CC=CC=5)C5C=CC=CC=5)C=NC=4C=3)=CC=2F)CC1.O.[ClH:92]. Product: [ClH:92].[NH:23]1[C:19]2[CH:18]=[CH:17][C:16]([C:13]3[CH:14]=[CH:15][C:10]([CH2:9][NH:8][CH:5]4[CH2:6][CH2:7][C:2]([CH3:1])([CH3:45])[CH2:3][CH2:4]4)=[C:11]([F:44])[CH:12]=3)=[CH:43][C:20]=2[N:21]=[CH:22]1. (6) Reactant: Cl.[Br:2][C:3]1[CH:12]=[CH:11][CH:10]=[C:9]2[C:4]=1[C:5](=[O:31])[N:6]1[C:16](Cl)=[N:15][C:14]3[N:18]([S:21]([C:24]4[CH:29]=[CH:28][C:27]([CH3:30])=[CH:26][CH:25]=4)(=[O:23])=[O:22])[CH:19]=[CH:20][C:13]=3[C:7]1=[N:8]2.[CH3:32][CH:33]([N:35]1[CH2:40][CH2:39][N:38]([C:41]2[CH:47]=[CH:46][C:44]([NH2:45])=[C:43]([O:48][CH3:49])[CH:42]=2)[CH2:37][CH2:36]1)[CH3:34].[CH3:34][CH:33]([N:35]1[CH2:36][CH2:37][N:38]([C:41]2[CH:47]=[CH:46][C:44]([NH2:45])=[C:43]([O:48][CH3:49])[CH:42]=2)[CH2:39][CH2:40]1)[CH3:32]. Product: [Br:2][C:3]1[CH:12]=[CH:11][CH:10]=[C:9]2[C:4]=1[C:5](=[O:31])[N:6]1[C:16]([NH:45][C:44]3[CH:46]=[CH:47][C:41]([N:38]4[CH2:39][CH2:40][N:35]([CH:33]([CH3:32])[CH3:34])[CH2:36][CH2:37]4)=[CH:42][C:43]=3[O:48][CH3:49])=[N:15][C:14]3[N:18]([S:21]([C:24]4[CH:29]=[CH:28][C:27]([CH3:30])=[CH:26][CH:25]=4)(=[O:23])=[O:22])[CH:19]=[CH:20][C:13]=3[C:7]1=[N:8]2. The catalyst class is: 56. (7) Reactant: Br[C:2]1[CH:7]=[CH:6][C:5]([F:8])=[CH:4][C:3]=1[Cl:9].[Cl-].[Li+].C([Mg]Cl)(C)C.[CH3:17][C:18]1[N:19]([C:25]2[C:30]([F:31])=[CH:29][C:28]([F:32])=[CH:27][C:26]=2[F:33])[C:20]([CH:23]=[O:24])=[CH:21][N:22]=1.[Cl-].[NH4+]. Product: [Cl:9][C:3]1[CH:4]=[C:5]([F:8])[CH:6]=[CH:7][C:2]=1[CH:23]([C:20]1[N:19]([C:25]2[C:30]([F:31])=[CH:29][C:28]([F:32])=[CH:27][C:26]=2[F:33])[C:18]([CH3:17])=[N:22][CH:21]=1)[OH:24]. The catalyst class is: 7. (8) Reactant: Cl.[NH2:2][CH:3]1[CH2:9][CH2:8][CH2:7][CH2:6][NH:5][C:4]1=[O:10].C([O-])([O-])=O.[K+].[K+].O.[C:18](Cl)(=[O:25])[C:19]1[CH:24]=[CH:23][CH:22]=[CH:21][CH:20]=1. Product: [C:18]([NH:2][CH:3]1[CH2:9][CH2:8][CH2:7][CH2:6][NH:5][C:4]1=[O:10])(=[O:25])[C:19]1[CH:24]=[CH:23][CH:22]=[CH:21][CH:20]=1. The catalyst class is: 2.